Dataset: CYP2D6 inhibition data for predicting drug metabolism from PubChem BioAssay. Task: Regression/Classification. Given a drug SMILES string, predict its absorption, distribution, metabolism, or excretion properties. Task type varies by dataset: regression for continuous measurements (e.g., permeability, clearance, half-life) or binary classification for categorical outcomes (e.g., BBB penetration, CYP inhibition). Dataset: cyp2d6_veith. (1) The molecule is O=c1[nH]c(SCc2cccc([N+](=O)[O-])c2)nc2nc[nH]c12. The result is 0 (non-inhibitor). (2) The molecule is COc1ccc(C(=O)N2CCC3(CC2)CN(c2ccccc2)C3)cc1. The result is 0 (non-inhibitor). (3) The molecule is CC1(C)Cc2c(sc3nc(SCC(=O)NCc4ccccc4)n(-c4ccccc4)c(=O)c23)CS1. The result is 1 (inhibitor). (4) The molecule is COC(=O)C/C=C\[C@H](C)[C@H](CO)NS(=O)(=O)c1ccc(C)cc1. The result is 0 (non-inhibitor). (5) The molecule is Cc1onc(-c2ccccc2Cl)c1C(=O)NCC(=O)O. The result is 0 (non-inhibitor). (6) The compound is C[C@@]12CCC(=O)C=C1CC[C@@H]1[C@@H]2[C@H](O)C[C@]2(C)[C@@H]1CC[C@]2(O)C(=O)COC(=O)CCC(=O)[O-].[Na+]. The result is 0 (non-inhibitor).